This data is from Forward reaction prediction with 1.9M reactions from USPTO patents (1976-2016). The task is: Predict the product of the given reaction. (1) Given the reactants C1(C[O:8][C:9]2[NH:13][C:12](=[O:14])[O:11][N:10]=2)C=CC=CC=1.I[CH3:16].[Cl:17][C:18]1[CH:23]=[CH:22][C:21]([N:24]([CH:28]([CH3:30])[CH3:29])[C:25](Cl)=[O:26])=[CH:20][CH:19]=1, predict the reaction product. The product is: [Cl:17][C:18]1[CH:23]=[CH:22][C:21]([N:24]([CH:28]([CH3:30])[CH3:29])[C:25]([N:10]2[C:9](=[O:8])[N:13]([CH3:16])[C:12](=[O:14])[O:11]2)=[O:26])=[CH:20][CH:19]=1. (2) The product is: [Cl:1][C:2]1[N:7]=[C:6]([O:8][C:9]2[CH:10]=[C:11]([CH:12]=[CH:13][CH:14]=2)[NH2:15])[C:5]([F:18])=[CH:4][N:3]=1. Given the reactants [Cl:1][C:2]1[N:7]=[C:6]([O:8][C:9]2[CH:14]=[CH:13][CH:12]=[C:11]([N+:15]([O-])=O)[CH:10]=2)[C:5]([F:18])=[CH:4][N:3]=1, predict the reaction product. (3) Given the reactants FC(F)(F)S(O[C:7]1[CH:12]=[CH:11][CH:10]=[C:9]([S:13][C:14]2[CH:19]=[CH:18][C:17]([CH2:20][CH2:21][N:22]([CH2:30]C3C=CC=CC=3)[C:23]([O:25][C:26]([CH3:29])([CH3:28])[CH3:27])=[O:24])=[CH:16][CH:15]=2)[CH:8]=1)(=O)=O.[C:62]1(P([C:62]2[CH:67]=[CH:66][CH:65]=[CH:64][CH:63]=2)CCCP([C:62]2[CH:67]=[CH:66][CH:65]=[CH:64][CH:63]=2)[C:62]2[CH:67]=[CH:66][CH:65]=[CH:64][CH:63]=2)[CH:67]=[CH:66][CH:65]=[CH:64][CH:63]=1.[CH2:68]([OH:70])[CH3:69].C(N(CC)CC)C.CN(C)[CH:80]=[O:81], predict the reaction product. The product is: [CH2:30]([N:22]([CH2:21][CH2:20][C:17]1[CH:18]=[CH:19][C:14]([S:13][C:9]2[CH:8]=[C:7]([CH:12]=[CH:11][CH:10]=2)[C:80]([O:70][CH2:68][CH3:69])=[O:81])=[CH:15][CH:16]=1)[C:23]([O:25][C:26]([CH3:29])([CH3:28])[CH3:27])=[O:24])[C:62]1[CH:63]=[CH:64][CH:65]=[CH:66][CH:67]=1. (4) Given the reactants [NH2:1][C:2]1[S:3][C:4]([CH3:11])=[C:5]([C:7]([O:9]C)=[O:8])[N:6]=1.[F:12][C:13]1[CH:14]=[C:15]([C:20]2[S:24][C:23]([S:25](Cl)(=[O:27])=[O:26])=[CH:22][CH:21]=2)[CH:16]=[C:17]([F:19])[CH:18]=1.N1C=CC=CC=1, predict the reaction product. The product is: [F:12][C:13]1[CH:14]=[C:15]([C:20]2[S:24][C:23]([S:25]([NH:1][C:2]3[S:3][C:4]([CH3:11])=[C:5]([C:7]([OH:9])=[O:8])[N:6]=3)(=[O:27])=[O:26])=[CH:22][CH:21]=2)[CH:16]=[C:17]([F:19])[CH:18]=1. (5) Given the reactants [N+:1]([C:4]1[CH:5]=[C:6]2[C:11](=[CH:12][C:13]=1S(C1C=CC=CC=1)(=O)=O)[N:10]=[CH:9][NH:8][C:7]2=[O:23])([O-:3])=[O:2].[O:24]1[CH2:28][CH2:27][C@H:26]([OH:29])[CH2:25]1.CC(C)([O-])C.[K+], predict the reaction product. The product is: [N+:1]([C:4]1[CH:5]=[C:6]2[C:11](=[CH:12][C:13]=1[O:29][C@H:26]1[CH2:27][CH2:28][O:24][CH2:25]1)[N:10]=[CH:9][NH:8][C:7]2=[O:23])([O-:3])=[O:2].